Dataset: Reaction yield outcomes from USPTO patents with 853,638 reactions. Task: Predict the reaction yield, written as a fraction of the theoretical maximum amount of product (1.0 means a 100% yield; for example, 0.34 means a 34% yield). The reactants are [Cl:1][C:2]1[CH:3]=[C:4]([N+:13]([O-])=O)[C:5]([CH3:12])=[C:6]([CH:11]=1)[C:7]([O:9][CH3:10])=[O:8].C(O)C.[NH4+].[Cl-]. The catalyst is [Fe]. The product is [NH2:13][C:4]1[C:5]([CH3:12])=[C:6]([CH:11]=[C:2]([Cl:1])[CH:3]=1)[C:7]([O:9][CH3:10])=[O:8]. The yield is 1.00.